Regression. Given a peptide amino acid sequence and an MHC pseudo amino acid sequence, predict their binding affinity value. This is MHC class I binding data. From a dataset of Peptide-MHC class I binding affinity with 185,985 pairs from IEDB/IMGT. (1) The peptide sequence is GRIPVSDIF. The MHC is HLA-A02:19 with pseudo-sequence HLA-A02:19. The binding affinity (normalized) is 0.0847. (2) The peptide sequence is DRFFKTLRA. The MHC is HLA-A02:03 with pseudo-sequence HLA-A02:03. The binding affinity (normalized) is 0.0691. (3) The peptide sequence is MCHEGINP. The MHC is H-2-Db with pseudo-sequence H-2-Db. The binding affinity (normalized) is 0. (4) The peptide sequence is AEMKTDAAT. The MHC is HLA-A23:01 with pseudo-sequence HLA-A23:01. The binding affinity (normalized) is 0. (5) The peptide sequence is FLRGRAYGI. The MHC is Mamu-A11 with pseudo-sequence Mamu-A11. The binding affinity (normalized) is 0.369. (6) The peptide sequence is LPFSASIVF. The MHC is BoLA-D18.4 with pseudo-sequence BoLA-D18.4. The binding affinity (normalized) is 0.156. (7) The peptide sequence is AMQSPKKTGML. The MHC is Mamu-B08 with pseudo-sequence Mamu-B08. The binding affinity (normalized) is 0.236. (8) The peptide sequence is FLNISWFYI. The MHC is HLA-A31:01 with pseudo-sequence HLA-A31:01. The binding affinity (normalized) is 0.368. (9) The peptide sequence is PEIRRWIIF. The MHC is HLA-A26:01 with pseudo-sequence HLA-A26:01. The binding affinity (normalized) is 0.0847.